This data is from Peptide-MHC class II binding affinity with 134,281 pairs from IEDB. The task is: Regression. Given a peptide amino acid sequence and an MHC pseudo amino acid sequence, predict their binding affinity value. This is MHC class II binding data. (1) The peptide sequence is LRTLVLAPTRVVLSE. The MHC is DRB3_0202 with pseudo-sequence DRB3_0202. The binding affinity (normalized) is 0.770. (2) The peptide sequence is GELQIVDYIDAAFKI. The MHC is DRB1_0404 with pseudo-sequence DRB1_0404. The binding affinity (normalized) is 0.657. (3) The peptide sequence is PEVKYTVFETALKKAITAMS. The MHC is DRB1_1101 with pseudo-sequence DRB1_1101. The binding affinity (normalized) is 0.582. (4) The peptide sequence is RNLKNAGLIVGQMIL. The MHC is DRB1_0101 with pseudo-sequence DRB1_0101. The binding affinity (normalized) is 0.749.